This data is from Reaction yield outcomes from USPTO patents with 853,638 reactions. The task is: Predict the reaction yield, written as a fraction of the theoretical maximum amount of product (1.0 means a 100% yield; for example, 0.34 means a 34% yield). (1) The reactants are [CH:1]1([N:8]=[C:9]=[O:10])[CH2:7][CH2:6][CH2:5][CH2:4][CH2:3][CH2:2]1.[C:11]1([C:17]2[N:21]([C:22]3[CH:27]=[CH:26][C:25]([S:28]([NH2:31])(=[O:30])=[O:29])=[CH:24][CH:23]=3)[N:20]=[C:19](NC(NC3C=CC=C(C(F)(F)F)C=3)=O)[CH:18]=2)[CH:16]=[CH:15][CH:14]=[CH:13][CH:12]=1. No catalyst specified. The product is [CH:1]1([NH:8][C:9](=[O:10])[NH:8][CH2:1][CH2:2][CH2:3][C:19]2[CH:18]=[C:17]([C:11]3[CH:16]=[CH:15][CH:14]=[CH:13][CH:12]=3)[N:21]([C:22]3[CH:23]=[CH:24][C:25]([S:28]([NH2:31])(=[O:30])=[O:29])=[CH:26][CH:27]=3)[N:20]=2)[CH2:7][CH2:6][CH2:5][CH2:4][CH2:3][CH2:2]1. The yield is 0.910. (2) The reactants are [NH:1]1[CH2:6][CH2:5][NH:4][CH2:3][CH2:2]1.[C:7](#[N:10])[CH:8]=[CH2:9]. The catalyst is O. The product is [N:1]1([CH2:9][CH2:8][C:7]#[N:10])[CH2:6][CH2:5][N:4]([CH2:9][CH2:8][C:7]#[N:10])[CH2:3][CH2:2]1. The yield is 0.947. (3) The reactants are [CH3:1][C:2]1([CH3:20])[CH2:6][C:5]2[C:7]([CH3:19])=[C:8]([N:13]3[CH2:18][CH2:17][NH:16][CH2:15][CH2:14]3)[C:9]([CH3:12])=[C:10]([CH3:11])[C:4]=2[O:3]1.Br[C:22]1[CH:23]=[CH:24][C:25]([O:28][CH3:29])=[N:26][CH:27]=1. No catalyst specified. The product is [CH3:29][O:28][C:25]1[N:26]=[CH:27][C:22]([N:16]2[CH2:15][CH2:14][N:13]([C:8]3[C:9]([CH3:12])=[C:10]([CH3:11])[C:4]4[O:3][C:2]([CH3:20])([CH3:1])[CH2:6][C:5]=4[C:7]=3[CH3:19])[CH2:18][CH2:17]2)=[CH:23][CH:24]=1. The yield is 0.370. (4) The reactants are O.[PH2:2]([O-:4])=[O:3].[Na+].[CH2:6]=[CH:7][CH2:8][CH2:9][CH2:10][CH2:11][CH2:12][CH3:13].OO. The catalyst is C(O)C.S(=O)(=O)(O)O. The product is [CH2:6]([PH:2](=[O:4])[OH:3])[CH2:7][CH2:8][CH2:9][CH2:10][CH2:11][CH2:12][CH3:13]. The yield is 0.848. (5) The product is [Br:8][C:17]1[CH:18]=[C:19]([C:21]([O:23][CH3:24])=[O:22])[NH:20][C:16]=1[CH2:15][CH:9]1[CH2:10][CH2:11][CH2:12][CH2:13][CH2:14]1. The catalyst is C(Cl)(Cl)Cl. The yield is 0.680. The reactants are C1C(=O)N([Br:8])C(=O)C1.[CH:9]1([CH2:15][C:16]2[NH:20][C:19]([C:21]([O:23][CH3:24])=[O:22])=[CH:18][CH:17]=2)[CH2:14][CH2:13][CH2:12][CH2:11][CH2:10]1.[OH-].[Na+]. (6) The reactants are [OH:1][C:2]1[CH:3]=[C:4]2[C:9](=[CH:10][CH:11]=1)[CH:8]=[C:7]([CH2:12][N:13]1[CH2:18][CH2:17][CH:16]([C:19]([O:21][CH2:22][CH3:23])=[O:20])[CH2:15][CH2:14]1)[CH:6]=[CH:5]2.C(=O)([O-])[O-].[Cs+].[Cs+].CS(O[C@H:35]1[CH2:40][CH2:39][C@H:38]([CH2:41][CH3:42])[CH2:37][CH2:36]1)(=O)=O. The catalyst is C(O)(C)(C)C.CC(=O)CC. The product is [CH2:41]([C@@H:38]1[CH2:39][CH2:40][C@H:35]([O:1][C:2]2[CH:3]=[C:4]3[C:9](=[CH:10][CH:11]=2)[CH:8]=[C:7]([CH2:12][N:13]2[CH2:18][CH2:17][CH:16]([C:19]([O:21][CH2:22][CH3:23])=[O:20])[CH2:15][CH2:14]2)[CH:6]=[CH:5]3)[CH2:36][CH2:37]1)[CH3:42]. The yield is 0.460.